This data is from Reaction yield outcomes from USPTO patents with 853,638 reactions. The task is: Predict the reaction yield, written as a fraction of the theoretical maximum amount of product (1.0 means a 100% yield; for example, 0.34 means a 34% yield). The reactants are CO[C:3](=[O:36])[CH2:4][N:5]1[C:10]2[CH:11]=[C:12]([Cl:17])[C:13]([O:15][CH3:16])=[CH:14][C:9]=2[O:8][CH:7]([C:18]([N:20]2[CH2:25][CH2:24][C:23]([C:34]#[N:35])([CH2:26][C:27]3[CH:32]=[CH:31][C:30]([F:33])=[CH:29][CH:28]=3)[CH2:22][CH2:21]2)=[O:19])[CH2:6]1.[NH3:37]. The catalyst is CO. The product is [Cl:17][C:12]1[C:13]([O:15][CH3:16])=[CH:14][C:9]2[O:8][CH:7]([C:18]([N:20]3[CH2:25][CH2:24][C:23]([C:34]#[N:35])([CH2:26][C:27]4[CH:28]=[CH:29][C:30]([F:33])=[CH:31][CH:32]=4)[CH2:22][CH2:21]3)=[O:19])[CH2:6][N:5]([CH2:4][C:3]([NH2:37])=[O:36])[C:10]=2[CH:11]=1. The yield is 0.480.